This data is from Peptide-MHC class II binding affinity with 134,281 pairs from IEDB. The task is: Regression. Given a peptide amino acid sequence and an MHC pseudo amino acid sequence, predict their binding affinity value. This is MHC class II binding data. (1) The peptide sequence is PEGLLWLLLTGKVPT. The MHC is HLA-DQA10101-DQB10501 with pseudo-sequence HLA-DQA10101-DQB10501. The binding affinity (normalized) is 0.336. (2) The peptide sequence is KALWIIFSQNMNIKL. The MHC is DRB3_0202 with pseudo-sequence DRB3_0202. The binding affinity (normalized) is 0.481. (3) The peptide sequence is LVKYEGDTMAEVELR. The MHC is HLA-DQA10104-DQB10503 with pseudo-sequence HLA-DQA10104-DQB10503. The binding affinity (normalized) is 0.0842.